The task is: Predict which catalyst facilitates the given reaction.. This data is from Catalyst prediction with 721,799 reactions and 888 catalyst types from USPTO. (1) Reactant: [Cl:1][C:2]1[CH:19]=[CH:18][C:5]([O:6][CH2:7][CH2:8][CH2:9][NH:10]C(=O)OC(C)(C)C)=[C:4]([NH:20][C:21]([NH:23][C:24]2[CH:29]=[N:28][C:27]([C:30]#[N:31])=[CH:26][N:25]=2)=[O:22])[CH:3]=1. Product: [NH2:10][CH2:9][CH2:8][CH2:7][O:6][C:5]1[CH:18]=[CH:19][C:2]([Cl:1])=[CH:3][C:4]=1[NH:20][C:21]([NH:23][C:24]1[CH:29]=[N:28][C:27]([C:30]#[N:31])=[CH:26][N:25]=1)=[O:22]. The catalyst class is: 330. (2) Reactant: [OH:1][C:2]1[CH:11]=[C:10]([OH:12])[CH:9]=[CH:8][C:3]=1[C:4]([O:6][CH3:7])=[O:5].Br[CH2:14][CH2:15][O:16][CH3:17].C(=O)([O-])[O-].[K+].[K+].[I-].[Na+]. Product: [OH:1][C:2]1[CH:11]=[C:10]([O:12][CH2:14][CH2:15][O:16][CH3:17])[CH:9]=[CH:8][C:3]=1[C:4]([O:6][CH3:7])=[O:5]. The catalyst class is: 163. (3) Reactant: C([O:4][C:5]1[CH:10]=[C:9]([CH3:11])[CH:8]=[C:7]([O:12]C(=O)C)[CH:6]=1)(=O)C.[Al+3].[Cl-].[Cl-].[Cl-].Cl.[C:21](OCC)(=[O:23])[CH3:22]. Product: [OH:12][C:7]1[CH:8]=[C:9]([CH3:11])[CH:10]=[C:5]([OH:4])[C:6]=1[C:21](=[O:23])[CH3:22]. The catalyst class is: 159. (4) Reactant: [C:1]([O:5][C:6]([N:8]1[CH2:13][CH2:12][N:11]([CH2:14][C:15]2[CH:20]=[C:19]([O:21]S(C)(=O)=O)[CH:18]=[CH:17][C:16]=2[Cl:26])[C:10](=[O:27])[CH2:9]1)=[O:7])([CH3:4])([CH3:3])[CH3:2].CC(C)([O-])C.[K+]. Product: [C:1]([O:5][C:6]([N:8]1[CH2:13][CH2:12][N:11]([CH2:14][C:15]2[CH:20]=[C:19]([OH:21])[CH:18]=[CH:17][C:16]=2[Cl:26])[C:10](=[O:27])[CH2:9]1)=[O:7])([CH3:4])([CH3:2])[CH3:3]. The catalyst class is: 40. (5) Reactant: [F:1][C:2]([F:16])([F:15])[C:3]1[NH:14][C:6]2=[N:7][CH:8]=[CH:9][C:10](B(O)O)=[C:5]2[CH:4]=1.Br[C:18]1[S:22][C:21]([CH3:23])=[C:20]([S:24]([NH:27][CH:28]2[CH2:33][CH2:32][S:31](=[O:35])(=[O:34])[CH2:30][CH2:29]2)(=[O:26])=[O:25])[CH:19]=1.C(=O)(O)[O-].[Na+]. Product: [O:35]=[S:31]1(=[O:34])[CH2:30][CH2:29][CH:28]([NH:27][S:24]([C:20]2[CH:19]=[C:18]([C:10]3[CH:9]=[CH:8][N:7]=[C:6]4[NH:14][C:3]([C:2]([F:16])([F:15])[F:1])=[CH:4][C:5]=34)[S:22][C:21]=2[CH3:23])(=[O:26])=[O:25])[CH2:33][CH2:32]1. The catalyst class is: 32. (6) Reactant: [CH3:1][S:2]([C:5]1[CH:10]=[CH:9][C:8]([N:11]2[CH:16]=[CH:15][C:14]([O:17][CH:18]3[CH2:23][CH2:22][N:21]([C:24]([O:26][C:27]4[CH:32]=[CH:31][C:30](Br)=[CH:29][C:28]=4[CH3:34])=[O:25])[CH2:20][CH2:19]3)=[CH:13][C:12]2=[O:35])=[CH:7][CH:6]=1)(=[O:4])=[O:3].[CH:36](/B(O)O)=[CH:37]/[CH3:38].C(=O)([O-])[O-].[Cs+].[Cs+]. Product: [CH3:1][S:2]([C:5]1[CH:10]=[CH:9][C:8]([N:11]2[CH:16]=[CH:15][C:14]([O:17][CH:18]3[CH2:23][CH2:22][N:21]([C:24]([O:26][C:27]4[CH:32]=[CH:31][C:30](/[CH:36]=[CH:37]\[CH3:38])=[CH:29][C:28]=4[CH3:34])=[O:25])[CH2:20][CH2:19]3)=[CH:13][C:12]2=[O:35])=[CH:7][CH:6]=1)(=[O:4])=[O:3]. The catalyst class is: 18. (7) Reactant: Cl[CH2:2][C:3]([NH:5][C:6]1[CH:11]=[CH:10][CH:9]=[C:8]([C:12]2[CH:21]=[N:20][C:19]3[C:14](=[CH:15][CH:16]=[CH:17][CH:18]=3)[N:13]=2)[CH:7]=1)=[O:4].[CH3:22][N:23]1[CH2:28][CH2:27][NH:26][CH2:25][CH2:24]1. Product: [CH3:22][N:23]1[CH2:28][CH2:27][N:26]([CH2:2][C:3]([NH:5][C:6]2[CH:11]=[CH:10][CH:9]=[C:8]([C:12]3[CH:21]=[N:20][C:19]4[C:14](=[CH:15][CH:16]=[CH:17][CH:18]=4)[N:13]=3)[CH:7]=2)=[O:4])[CH2:25][CH2:24]1. The catalyst class is: 8. (8) Reactant: [Cl:1][C:2]1[CH:7]=[CH:6][N:5]=[C:4]([CH2:8][NH:9][C:10]2[O:11][C:12]3[C:18]([O:19][CH3:20])=[CH:17][C:16]([C:21]([OH:23])=O)=[CH:15][C:13]=3[N:14]=2)[CH:3]=1.[CH3:24][C:25]1([CH2:31][CH:32]([OH:34])[CH3:33])[O:30][CH2:29][CH2:28][NH:27][CH2:26]1.C(N(CC)C(C)C)(C)C.CN(C(ON1N=NC2C=CC=NC1=2)=[N+](C)C)C.F[P-](F)(F)(F)(F)F. Product: [Cl:1][C:2]1[CH:7]=[CH:6][N:5]=[C:4]([CH2:8][NH:9][C:10]2[O:11][C:12]3[C:18]([O:19][CH3:20])=[CH:17][C:16]([C:21]([N:27]4[CH2:28][CH2:29][O:30][C:25]([CH2:31][CH:32]([OH:34])[CH3:33])([CH3:24])[CH2:26]4)=[O:23])=[CH:15][C:13]=3[N:14]=2)[CH:3]=1. The catalyst class is: 9. (9) Reactant: Cl.[F:2][C:3]1[CH:4]=[C:5]([C:10]2[CH:19]=[CH:18][C:17]3[C:12](=[CH:13][CH:14]=[C:15]([O:20]C)[CH:16]=3)[C:11]=2[O:22][C:23]2[CH:37]=[CH:36][C:26]([O:27][CH2:28][CH2:29][N:30]3[CH2:35][CH2:34][CH2:33][CH2:32][CH2:31]3)=[CH:25][CH:24]=2)[CH:6]=[C:7]([F:9])[CH:8]=1.B(Br)(Br)Br.CO. Product: [F:9][C:7]1[CH:6]=[C:5]([C:10]2[C:11]([O:22][C:23]3[CH:24]=[CH:25][C:26]([O:27][CH2:28][CH2:29][N:30]4[CH2:31][CH2:32][CH2:33][CH2:34][CH2:35]4)=[CH:36][CH:37]=3)=[C:12]3[C:17](=[CH:18][CH:19]=2)[CH:16]=[C:15]([OH:20])[CH:14]=[CH:13]3)[CH:4]=[C:3]([F:2])[CH:8]=1. The catalyst class is: 4. (10) Reactant: [CH2:1]([O:5][C:6]([N:8]1[CH2:12][C@H:11]([S:13][CH2:14][C:15]2[CH:20]=[CH:19][C:18]([O:21][CH3:22])=[CH:17][CH:16]=2)[CH2:10][C@H:9]1[CH2:23][CH2:24][CH2:25]OS(C)(=O)=O)=[O:7])[CH2:2][CH2:3][CH3:4].[NH:31]1[CH:35]=[CH:34][CH:33]=[CH:32]1.[Na+].[I-].[H-].[Na+].[NH4+].[Cl-]. Product: [CH2:1]([O:5][C:6]([N:8]1[CH2:12][C@H:11]([S:13][CH2:14][C:15]2[CH:16]=[CH:17][C:18]([O:21][CH3:22])=[CH:19][CH:20]=2)[CH2:10][C@H:9]1[CH2:23][CH2:24][CH2:25][N:31]1[CH:35]=[CH:34][CH:33]=[CH:32]1)=[O:7])[CH2:2][CH2:3][CH3:4]. The catalyst class is: 3.